Task: Predict the reactants needed to synthesize the given product.. Dataset: Full USPTO retrosynthesis dataset with 1.9M reactions from patents (1976-2016) (1) The reactants are: [Cl:1][C:2]1[N:7]=[C:6](Cl)[CH:5]=[CH:4][N:3]=1.[Cl:9][C:10]1[CH:17]=[CH:16][C:13]([CH2:14][NH2:15])=[CH:12][CH:11]=1. Given the product [Cl:9][C:10]1[CH:17]=[CH:16][C:13]([CH2:14][NH:15][C:2]2[N:7]=[C:6]([NH:15][CH2:14][C:13]3[CH:16]=[CH:17][C:10]([Cl:9])=[CH:11][CH:12]=3)[CH:5]=[CH:4][N:3]=2)=[CH:12][CH:11]=1.[ClH:1], predict the reactants needed to synthesize it. (2) Given the product [NH2:8][C:9]1([C:42]([NH:46][CH3:45])=[O:43])[CH2:14][CH2:13][N:12]([C:15]2[CH:20]=[CH:19][CH:18]=[C:17]([C:21]3[C:29]4[C:24](=[CH:25][N:26]=[C:27]([C:30]5[CH:31]=[N:32][CH:33]=[CH:34][CH:35]=5)[CH:28]=4)[NH:23][N:22]=3)[N:16]=2)[CH2:11][CH2:10]1, predict the reactants needed to synthesize it. The reactants are: C(OC([NH:8][C:9]1([C:42](O)=[O:43])[CH2:14][CH2:13][N:12]([C:15]2[CH:20]=[CH:19][CH:18]=[C:17]([C:21]3[C:29]4[C:24](=[CH:25][N:26]=[C:27]([C:30]5[CH:31]=[N:32][CH:33]=[CH:34][CH:35]=5)[CH:28]=4)[N:23](C4CCCCO4)[N:22]=3)[N:16]=2)[CH2:11][CH2:10]1)=O)(C)(C)C.[CH3:45][NH2:46]. (3) Given the product [CH2:25]([NH:31][C:32](=[O:36])[O:33][CH:5]([CH3:6])[CH3:4])[CH2:26][CH2:27][CH2:28][CH2:29][CH3:30], predict the reactants needed to synthesize it. The reactants are: CN([CH2:4][CH2:5][CH2:6]N1CN(CCCN(C)C)CN(CCCN(C)C)C1)C.[CH2:25]([N:31]=[C:32]=[O:33])[CH2:26][CH2:27][CH2:28][CH2:29][CH3:30].[N-]=C=[O:36]. (4) Given the product [CH3:27][S:28]([O:19][CH2:18][C:3]1[CH:4]=[C:5]([CH2:13][CH2:14][CH2:15][O:16][CH3:17])[CH:6]=[C:7]([CH2:8][CH2:9][CH2:10][O:11][CH3:12])[C:2]=1[Cl:1])(=[O:30])=[O:29], predict the reactants needed to synthesize it. The reactants are: [Cl:1][C:2]1[C:7]([CH2:8][CH2:9][CH2:10][O:11][CH3:12])=[CH:6][C:5]([CH2:13][CH2:14][CH2:15][O:16][CH3:17])=[CH:4][C:3]=1[CH2:18][OH:19].C(N(CC)CC)C.[CH3:27][S:28](Cl)(=[O:30])=[O:29]. (5) Given the product [CH3:1][C:2]1[CH:10]=[CH:9][CH:8]=[C:7]2[C:3]=1[C:4](=[CH:22][C:14]1[NH:15][C:16]3[C:21]([C:13]=1[CH3:12])=[CH:20][CH:19]=[CH:18][CH:17]=3)[C:5](=[O:11])[NH:6]2, predict the reactants needed to synthesize it. The reactants are: [CH3:1][C:2]1[CH:10]=[CH:9][CH:8]=[C:7]2[C:3]=1[CH2:4][C:5](=[O:11])[NH:6]2.[CH3:12][C:13]1[C:21]2[C:16](=[CH:17][CH:18]=[CH:19][CH:20]=2)[NH:15][C:14]=1[CH:22]=O.N1CCCCC1. (6) The reactants are: [C:1]1([C:7]2[CH:12]=[CH:11][CH:10]=[C:9]([C:13]3[N:14]=[N:15]NN=3)[N:8]=2)[CH:6]=[CH:5][CH:4]=[CH:3][CH:2]=1.[C:18](Cl)(=[O:28])[C:19]1[CH:27]=[CH:26][CH:25]=[C:21]([C:22](Cl)=[O:23])[CH:20]=1.O.[OH-].[Na+]. Given the product [C:1]1([C:7]2[CH:12]=[CH:11][CH:10]=[C:9]([C:13]3[O:28][C:18]([C:19]4[CH:27]=[CH:26][CH:25]=[C:21]([C:22]5[O:23][C:13]([C:9]6[N:8]=[C:7]([C:1]7[CH:2]=[CH:3][CH:4]=[CH:5][CH:6]=7)[CH:12]=[CH:11][CH:10]=6)=[N:14][N:15]=5)[CH:20]=4)=[N:15][N:14]=3)[N:8]=2)[CH:2]=[CH:3][CH:4]=[CH:5][CH:6]=1, predict the reactants needed to synthesize it. (7) Given the product [C:32]([C:29]1[CH:28]=[CH:27][C:26]([C:23]2[CH:24]=[CH:25][C:20]([CH2:19][CH:14]([C:11]3[CH:12]=[CH:13][C:8]([C:7]([NH:6][CH2:5][CH2:4][C:3]([OH:37])=[O:2])=[O:36])=[CH:9][CH:10]=3)[CH2:15][CH:16]([CH3:18])[CH3:17])=[CH:21][CH:22]=2)=[CH:31][CH:30]=1)([CH3:34])([CH3:35])[CH3:33], predict the reactants needed to synthesize it. The reactants are: C[O:2][C:3](=[O:37])[CH2:4][CH2:5][NH:6][C:7](=[O:36])[C:8]1[CH:13]=[CH:12][C:11]([C:14](=[CH:19][C:20]2[CH:25]=[CH:24][C:23]([C:26]3[CH:31]=[CH:30][C:29]([C:32]([CH3:35])([CH3:34])[CH3:33])=[CH:28][CH:27]=3)=[CH:22][CH:21]=2)[CH2:15][CH:16]([CH3:18])[CH3:17])=[CH:10][CH:9]=1. (8) Given the product [Cl:26][C:20]1[CH:21]=[CH:22][CH:23]=[C:24]([F:25])[C:19]=1[CH2:18][C:17]([NH:16][C@@H:13]1[CH2:14][CH2:15][C@H:10]([N:8]2[CH:9]=[C:5]([C:3]([OH:4])=[O:2])[N:6]=[N:7]2)[CH2:11][CH2:12]1)=[O:27], predict the reactants needed to synthesize it. The reactants are: C[O:2][C:3]([C:5]1[N:6]=[N:7][N:8]([C@H:10]2[CH2:15][CH2:14][C@@H:13]([NH:16][C:17](=[O:27])[CH2:18][C:19]3[C:24]([F:25])=[CH:23][CH:22]=[CH:21][C:20]=3[Cl:26])[CH2:12][CH2:11]2)[CH:9]=1)=[O:4].O[Li].O.CCOC(C)=O. (9) Given the product [F:1][C:2]1[CH:3]=[CH:4][C:5]([C:8]2[N:11]=[N:12][S:13][C:16]=2[CH3:21])=[CH:6][CH:7]=1, predict the reactants needed to synthesize it. The reactants are: [F:1][C:2]1[CH:7]=[CH:6][C:5]([C:8](=[N:11][NH:12][S:13]([C:16]2[CH:21]=CC(C)=CC=2)(=O)=O)CC)=[CH:4][CH:3]=1.[OH-].[Na+].